This data is from Reaction yield outcomes from USPTO patents with 853,638 reactions. The task is: Predict the reaction yield, written as a fraction of the theoretical maximum amount of product (1.0 means a 100% yield; for example, 0.34 means a 34% yield). (1) The reactants are Cl.[C:2]1([C:8]2[C:9]([N:17]3[CH2:22][CH2:21][NH:20][CH2:19][CH2:18]3)=[C:10]3[CH:16]=[N:15][NH:14][C:11]3=[N:12][CH:13]=2)[CH:7]=[CH:6][CH:5]=[CH:4][CH:3]=1.[C:23](O[C:23]([O:25][C:26]([CH3:29])([CH3:28])[CH3:27])=[O:24])([O:25][C:26]([CH3:29])([CH3:28])[CH3:27])=[O:24].C(N(C(C)C)C(C)C)C.O[Li].O. The catalyst is C1COCC1.O. The product is [C:2]1([C:8]2[C:9]([N:17]3[CH2:18][CH2:19][N:20]([C:23]([O:25][C:26]([CH3:29])([CH3:28])[CH3:27])=[O:24])[CH2:21][CH2:22]3)=[C:10]3[CH:16]=[N:15][NH:14][C:11]3=[N:12][CH:13]=2)[CH:3]=[CH:4][CH:5]=[CH:6][CH:7]=1. The yield is 0.490. (2) The catalyst is O. The reactants are [NH2:1][C:2]1[CH:10]=[C:9]([O:11][CH3:12])[C:8]([O:13][CH3:14])=[CH:7][C:3]=1[C:4](O)=[O:5].COC(OC)OC.C([O-])=O.[NH4+:25].[CH3:26]O. The yield is 0.930. The product is [CH3:14][O:13][C:8]1[CH:7]=[C:3]2[C:2](=[CH:10][C:9]=1[O:11][CH3:12])[N:1]=[CH:26][NH:25][C:4]2=[O:5]. (3) The reactants are [CH3:1][CH:2]1[NH:7][CH2:6][C:5]2[N:8]=[N:9][N:10]([C:11]3[NH:15][N:14]=[CH:13][CH:12]=3)[C:4]=2[CH2:3]1.CCN(C(C)C)C(C)C.[Cl:25][C:26]1[C:34]([C:35]([F:38])([F:37])[F:36])=[N:33][CH:32]=[CH:31][C:27]=1[C:28](O)=[O:29].CN(C(ON1N=NC2C=CC=NC1=2)=[N+](C)C)C.F[P-](F)(F)(F)(F)F.C([O-])(O)=O.[Na+]. The catalyst is C(Cl)Cl. The product is [Cl:25][C:26]1[C:34]([C:35]([F:37])([F:38])[F:36])=[N:33][CH:32]=[CH:31][C:27]=1[C:28]([N:7]1[C@@H:2]([CH3:1])[CH2:3][C:4]2[N:10]([C:11]3[CH:12]=[CH:13][NH:14][N:15]=3)[N:9]=[N:8][C:5]=2[CH2:6]1)=[O:29]. The yield is 0.330. (4) The reactants are [Cl:1][C:2]1[N:7]=[N:6][C:5]([C:8](C)([C:14](OCC)=O)[C:9]([O:11]CC)=[O:10])=[CH:4][CH:3]=1.[Li+:20].[OH-]. The catalyst is CO.O. The product is [Cl:1][C:2]1[N:7]=[N:6][C:5]([CH:8]([CH3:14])[C:9]([O-:11])=[O:10])=[CH:4][CH:3]=1.[Li+:20]. The yield is 1.00. (5) The reactants are [OH:1][C:2]1[CH:7]=[C:6]([CH3:8])[C:5]([C:9](=[O:11])[CH3:10])=[C:4]([CH3:12])[CH:3]=1.Cl[CH2:14][CH2:15][CH2:16][O:17][CH3:18]. The catalyst is [OH-].[Na+].O. The product is [CH3:18][O:17][CH2:16][CH2:15][CH2:14][O:1][C:2]1[CH:3]=[C:4]([CH3:12])[C:5]([C:9](=[O:11])[CH3:10])=[C:6]([CH3:8])[CH:7]=1. The yield is 0.860. (6) The reactants are Br[C:2]1[N:3]=[C:4]([S:14][CH3:15])[C:5](=[O:13])[N:6]([CH:8]([CH2:11][CH3:12])[CH2:9][CH3:10])[CH:7]=1.[CH3:16][Al](C)C. The catalyst is C1COCC1.Cl[Pd](Cl)([P](C1C=CC=CC=1)(C1C=CC=CC=1)C1C=CC=CC=1)[P](C1C=CC=CC=1)(C1C=CC=CC=1)C1C=CC=CC=1. The product is [CH2:9]([CH:8]([N:6]1[CH:7]=[C:2]([CH3:16])[N:3]=[C:4]([S:14][CH3:15])[C:5]1=[O:13])[CH2:11][CH3:12])[CH3:10]. The yield is 0.730. (7) The reactants are [CH3:1][O:2][C:3]1[CH:15]=[CH:14][C:13]([N+:16]([O-])=O)=[CH:12][C:4]=1[CH2:5][N:6]1[CH2:11][CH2:10][O:9][CH2:8][CH2:7]1.C(O)C.O.NN. The catalyst is C1COCC1.[Ni]. The product is [CH3:1][O:2][C:3]1[CH:15]=[CH:14][C:13]([NH2:16])=[CH:12][C:4]=1[CH2:5][N:6]1[CH2:11][CH2:10][O:9][CH2:8][CH2:7]1. The yield is 0.670. (8) The yield is 0.540. The catalyst is C(O)COCCO. The product is [Cl:1][C:2]1[CH:15]=[C:14]([CH:13]=[C:4]([O:5][C:6]2[S:10][C:9]([CH3:11])=[CH:8][CH:7]=2)[CH:3]=1)[NH2:16]. The reactants are [Cl:1][C:2]1[CH:3]=[C:4]([CH:13]=[C:14]([N+:16]([O-])=O)[CH:15]=1)[O:5][C:6]1[S:10][C:9]([CH:11]=O)=[CH:8][CH:7]=1.O.NN.[OH-].[K+].